Dataset: P-glycoprotein inhibition data for predicting drug efflux from Broccatelli et al.. Task: Regression/Classification. Given a drug SMILES string, predict its absorption, distribution, metabolism, or excretion properties. Task type varies by dataset: regression for continuous measurements (e.g., permeability, clearance, half-life) or binary classification for categorical outcomes (e.g., BBB penetration, CYP inhibition). Dataset: pgp_broccatelli. The compound is CO[C@@H](C)[C@@](O)(C(=O)OCC1=CCN2CC[C@H](O)C12)C(C)C. The result is 0 (non-inhibitor).